From a dataset of Reaction yield outcomes from USPTO patents with 853,638 reactions. Predict the reaction yield, written as a fraction of the theoretical maximum amount of product (1.0 means a 100% yield; for example, 0.34 means a 34% yield). (1) The reactants are [CH3:1]N(C(ON1N=NC2C=CC=CC1=2)=[N+](C)C)C.[B-](F)(F)(F)F.CCN(C(C)C)C(C)C.[NH:32]1[CH:36]=[C:35]([CH2:37][CH2:38][C:39]([NH:41][C@H:42]([CH2:46][C:47]2[CH:52]=[CH:51][C:50]([O:53][CH3:54])=[CH:49][CH:48]=2)[C:43]([OH:45])=O)=[O:40])[N:34]=[CH:33]1.[F:55][C:56]([F:61])([F:60])[C:57]([OH:59])=[O:58].[OH:62][C:63]1([C:67]2[CH:72]=[CH:71][CH:70]=[CH:69][CH:68]=2)[CH2:66][NH:65][CH2:64]1.C(O)(=O)CC(CC(O)=O)(C(O)=O)O. The catalyst is C(Cl)Cl.CN(C=O)C.CN(C=O)C. The product is [F:55][C:56]([F:61])([F:60])[C:57]([OH:59])=[O:58].[OH:62][C:63]1([C:67]2[CH:72]=[CH:71][CH:70]=[CH:69][C:68]=2[CH3:1])[CH2:66][N:65]([C:43](=[O:45])[C@@H:42]([NH:41][C:39](=[O:40])[CH2:38][CH2:37][C:35]2[N:34]=[CH:33][NH:32][CH:36]=2)[CH2:46][C:47]2[CH:52]=[CH:51][C:50]([O:53][CH3:54])=[CH:49][CH:48]=2)[CH2:64]1. The yield is 0.100. (2) The reactants are [I:1][C:2]1[CH:7]=[CH:6][CH:5]=[CH:4][C:3]=1[OH:8].[CH:9](N(C(C)C)CC)(C)C.C[CH2:19][O:20]Cl. The catalyst is ClCCl. The product is [I:1][C:2]1[CH:7]=[CH:6][CH:5]=[CH:4][C:3]=1[O:8][CH2:9][O:20][CH3:19]. The yield is 0.720. (3) The reactants are [O:1]=[C:2]1[C:11]2[C:6](=[CH:7][CH:8]=[CH:9][CH:10]=2)[C:5]([O:12][CH2:13][CH2:14][CH2:15][CH2:16][C:17]([OH:19])=[O:18])=[CH:4][C:3]1=[O:20].[CH3:21][N:22]([CH3:30])[C:23]1[CH:24]=[C:25](O)[CH:26]=[CH:27][CH:28]=1.C1CCC(N=C=NC2CCCCC2)CC1. The catalyst is CN(C1C=CN=CC=1)C.C1COCC1. The product is [O:1]=[C:2]1[C:11]2[C:6](=[CH:7][CH:8]=[CH:9][CH:10]=2)[C:5]([O:12][CH2:13][CH2:14][CH2:15][CH2:16][C:17]([O:19][C:27]2[CH:26]=[CH:25][CH:24]=[C:23]([N:22]([CH3:30])[CH3:21])[CH:28]=2)=[O:18])=[CH:4][C:3]1=[O:20]. The yield is 0.360. (4) The reactants are Cl.[NH2:2][CH2:3][CH2:4][C:5]1[NH:14][C:13](=[O:15])[C:12]2[C:7](=[CH:8][CH:9]=[CH:10][CH:11]=2)[N:6]=1.[C:16]1([C:22]2[O:26][C:25]([C@H:27]3[CH2:32][CH2:31][C@H:30]([C:33](O)=[O:34])[CH2:29][CH2:28]3)=[N:24][N:23]=2)[CH:21]=[CH:20][CH:19]=[CH:18][CH:17]=1.CCN(C(C)C)C(C)C. No catalyst specified. The product is [O:15]=[C:13]1[C:12]2[C:7](=[CH:8][CH:9]=[CH:10][CH:11]=2)[N:6]=[C:5]([CH2:4][CH2:3][NH:2][C:33]([C@H:30]2[CH2:31][CH2:32][C@H:27]([C:25]3[O:26][C:22]([C:16]4[CH:17]=[CH:18][CH:19]=[CH:20][CH:21]=4)=[N:23][N:24]=3)[CH2:28][CH2:29]2)=[O:34])[NH:14]1. The yield is 0.340. (5) The reactants are [N-:1]=[N+:2]=[N-:3].[Na+].[Cl-].[NH4+].[CH3:7][C:8]([CH3:13])([CH3:12])[CH:9]1[O:11][CH2:10]1. The catalyst is CO.O. The product is [N:1]([CH2:10][CH:9]([OH:11])[C:8]([CH3:13])([CH3:12])[CH3:7])=[N+:2]=[N-:3]. The yield is 0.940. (6) The reactants are C([O-])([O-])=O.[K+].[K+].[Br:7][CH2:8][CH2:9]Br.[OH:11][C:12]1[CH:19]=[CH:18][C:15]([CH:16]=[O:17])=[CH:14][CH:13]=1. The catalyst is CN(C=O)C. The product is [Br:7][CH2:8][CH2:9][O:11][C:12]1[CH:19]=[CH:18][C:15]([CH:16]=[O:17])=[CH:14][CH:13]=1. The yield is 0.640. (7) The reactants are [Br:1][C:2]1[CH:7]=[CH:6][N:5]=[C:4]2[N:8]([S:11]([C:14]3[CH:19]=[CH:18][CH:17]=[CH:16][CH:15]=3)(=[O:13])=[O:12])[CH:9]=[CH:10][C:3]=12.[Li+].[CH3:21]C([N-]C(C)C)C.CCCCCCC.C1COCC1.C(C1C=CC=CC=1)C.CI. The catalyst is C1COCC1. The product is [Br:1][C:2]1[CH:7]=[CH:6][N:5]=[C:4]2[N:8]([S:11]([C:14]3[CH:19]=[CH:18][CH:17]=[CH:16][CH:15]=3)(=[O:13])=[O:12])[C:9]([CH3:21])=[CH:10][C:3]=12. The yield is 0.800. (8) The reactants are [S:1](Cl)(Cl)=[O:2].[OH:5][C@@H:6]([CH3:16])[CH2:7][NH:8][C:9](=[O:15])[O:10][C:11]([CH3:14])([CH3:13])[CH3:12].N1C=CC=CC=1.C(OCC)(=O)C. The catalyst is C(#N)C.CN(C1C=CN=CC=1)C.C(OCC)C. The product is [CH3:16][C@@H:6]1[O:5][S:1](=[O:2])[N:8]([C:9]([O:10][C:11]([CH3:12])([CH3:14])[CH3:13])=[O:15])[CH2:7]1. The yield is 0.970. (9) The reactants are [NH2:1][C:2]1[CH:10]=[CH:9][CH:8]=[C:7]([Cl:11])[C:3]=1[C:4]([OH:6])=O.O=S(Cl)Cl.[F:16][C:17]1[CH:23]=[CH:22][CH:21]=[CH:20][C:18]=1[NH2:19].C(Cl)(Cl)Cl. The catalyst is C1C=CC=CC=1. The product is [NH2:1][C:2]1[CH:10]=[CH:9][CH:8]=[C:7]([Cl:11])[C:3]=1[C:4]([NH:19][C:18]1[CH:20]=[CH:21][CH:22]=[CH:23][C:17]=1[F:16])=[O:6]. The yield is 0.340.